From a dataset of Reaction yield outcomes from USPTO patents with 853,638 reactions. Predict the reaction yield, written as a fraction of the theoretical maximum amount of product (1.0 means a 100% yield; for example, 0.34 means a 34% yield). (1) The product is [CH:11]([C:8]1[CH:7]=[CH:6][C:5]([CH:4]=[C:20]2[S:16][C:17](=[O:22])[NH:18][C:19]2=[O:21])=[CH:10][CH:9]=1)=[O:12]. The catalyst is C(O)C. The yield is 0.940. The reactants are CCO[CH:4](OCC)[C:5]1[CH:10]=[CH:9][C:8]([CH:11]=[O:12])=[CH:7][CH:6]=1.[S:16]1[CH2:20][C:19](=[O:21])[NH:18][C:17]1=[O:22].N1CCCCC1.Cl. (2) The catalyst is CN(C)C=O.C(OCC)(=O)C. The yield is 0.110. The product is [CH3:8][C:5]1[CH:6]=[CH:7][C:2]([O:18][C:13]2[CH:14]=[CH:15][CH:16]=[CH:17][N:12]=2)=[C:3]([N+:9]([O-:11])=[O:10])[CH:4]=1. The reactants are Cl[C:2]1[CH:7]=[CH:6][C:5]([CH3:8])=[CH:4][C:3]=1[N+:9]([O-:11])=[O:10].[N:12]1[CH:17]=[CH:16][CH:15]=[CH:14][C:13]=1[OH:18].C(=O)([O-])[O-].[K+].[K+].